Dataset: Full USPTO retrosynthesis dataset with 1.9M reactions from patents (1976-2016). Task: Predict the reactants needed to synthesize the given product. (1) Given the product [ClH:74].[ClH:74].[CH2:35]1[C:39]2([CH2:44][CH2:43][CH2:42][NH:41][CH2:40]2)[CH2:38][CH2:37][N:36]1[C:28]([C:27]1[CH:31]=[CH:32][C:24]([NH:23][C:21]2[CH:20]=[N:19][CH:18]=[C:17]([C:9]3[NH:8][C:16]4[C:11]([CH:10]=3)=[CH:12][CH:13]=[CH:14][CH:15]=4)[N:22]=2)=[C:25]([O:33][CH3:34])[CH:26]=1)=[O:29], predict the reactants needed to synthesize it. The reactants are: C(OC([N:8]1[C:16]2[C:11](=[CH:12][CH:13]=[CH:14][CH:15]=2)[CH:10]=[C:9]1[C:17]1[N:22]=[C:21]([NH:23][C:24]2[CH:32]=[CH:31][C:27]([C:28](O)=[O:29])=[CH:26][C:25]=2[O:33][CH3:34])[CH:20]=[N:19][CH:18]=1)=O)(C)(C)C.[CH2:35]1[C:39]2([CH2:44][CH2:43][CH2:42][N:41](C(OC(C)(C)C)=O)[CH2:40]2)[CH2:38][CH2:37][NH:36]1.CN(C(ON1N=NC2C=CC=CC1=2)=[N+](C)C)C.[B-](F)(F)(F)F.[ClH:74].CCOCC. (2) Given the product [CH2:1]([O:3][C:4]([C:5]1[N:6]([C:7](=[O:12])[C:8]([F:11])([F:10])[F:9])[C:13]2[C:14]([C:20]=1[NH2:21])=[CH:15][C:16]([Cl:19])=[CH:17][CH:18]=2)=[O:22])[CH3:2], predict the reactants needed to synthesize it. The reactants are: [CH2:1]([O:3][C:4](=[O:22])[CH2:5][N:6]([C:13]1[CH:18]=[CH:17][C:16]([Cl:19])=[CH:15][C:14]=1[C:20]#[N:21])[C:7](=[O:12])[C:8]([F:11])([F:10])[F:9])[CH3:2].CC(C)([O-])C.[K+]. (3) Given the product [CH3:36][C@@H:37]1[CH2:41][CH2:40][CH2:39][N:38]1[CH2:2][CH2:3][CH2:4][O:5][C:6]1[CH:11]=[CH:10][C:9]([C:12]2[S:13][C:14]3[CH2:15][N:16]([C:21]([O:23][C:24]([CH3:27])([CH3:26])[CH3:25])=[O:22])[CH2:17][CH2:18][C:19]=3[N:20]=2)=[CH:8][CH:7]=1, predict the reactants needed to synthesize it. The reactants are: Cl[CH2:2][CH2:3][CH2:4][O:5][C:6]1[CH:11]=[CH:10][C:9]([C:12]2[S:13][C:14]3[CH2:15][N:16]([C:21]([O:23][C:24]([CH3:27])([CH3:26])[CH3:25])=[O:22])[CH2:17][CH2:18][C:19]=3[N:20]=2)=[CH:8][CH:7]=1.C(=O)([O-])[O-].[K+].[K+].[I-].[Na+].[CH3:36][C@@H:37]1[CH2:41][CH2:40][CH2:39][NH:38]1. (4) Given the product [CH3:27][NH:28][C:20]([C:18]1[NH:19][C:15]2[N:14]=[CH:13][N:12]([C:8]3[CH:9]=[CH:10][CH:11]=[C:6]([C:3]4[CH:4]=[CH:5][S:1][CH:2]=4)[CH:7]=3)[C:16]=2[CH:17]=1)=[O:21], predict the reactants needed to synthesize it. The reactants are: [S:1]1[CH:5]=[CH:4][C:3]([C:6]2[CH:7]=[C:8]([N:12]3[C:16]4[CH:17]=[C:18]([C:20](O)=[O:21])[NH:19][C:15]=4[N:14]=[CH:13]3)[CH:9]=[CH:10][CH:11]=2)=[CH:2]1.C(Cl)CCl.[CH3:27][NH2:28].O. (5) Given the product [CH3:1][N:2]([C:10]1[CH:18]=[C:17]2[C:13]([C:14]([CH:27]=[CH:28][C:29]3[CH:30]=[CH:31][CH:32]=[CH:33][CH:34]=3)=[N:15][NH:16]2)=[CH:12][CH:11]=1)[C:3]1[CH:4]=[C:5]([NH:9][C:42](=[O:43])[CH3:41])[CH:6]=[CH:7][CH:8]=1, predict the reactants needed to synthesize it. The reactants are: [CH3:1][N:2]([C:10]1[CH:18]=[C:17]2[C:13]([C:14]([CH:27]=[CH:28][C:29]3[CH:34]=[CH:33][CH:32]=[CH:31][CH:30]=3)=[N:15][N:16]2COCC[Si](C)(C)C)=[CH:12][CH:11]=1)[C:3]1[CH:8]=[CH:7][CH:6]=[C:5]([NH2:9])[CH:4]=1.N1C=CC=CC=1.[CH3:41][C:42](OC(C)=O)=[O:43].C([O-])([O-])=O.[K+].[K+]. (6) Given the product [Br:1][C:2]1[CH:3]=[CH:4][C:5]([N:8]2[N:12]=[C:11]([O:13][CH3:14])[CH:10]=[N:9]2)=[CH:6][CH:7]=1, predict the reactants needed to synthesize it. The reactants are: [Br:1][C:2]1[CH:7]=[CH:6][C:5]([N:8]2[N:12]=[C:11]([OH:13])[CH:10]=[N:9]2)=[CH:4][CH:3]=1.[CH2:14]1COCC1.C(=O)([O-])[O-].[Cs+].[Cs+].CI. (7) Given the product [O:1]=[C:2]([N:18]1[CH2:19][CH2:20][CH2:21][CH2:22]1)[CH2:3][O:4][C:5]1[CH:10]=[CH:9][C:8]([C:11]2[CH:12]=[N:13][C:14]3[N:15]([C:24]([C:27]4([C:30]5[CH:31]=[C:32]6[C:37](=[CH:38][CH:39]=5)[N:36]=[CH:35][CH:34]=[CH:33]6)[CH2:29][CH2:28]4)=[CH:25][N:17]=3)[CH:16]=2)=[CH:7][CH:6]=1, predict the reactants needed to synthesize it. The reactants are: [O:1]=[C:2]([N:18]1[CH2:22][CH2:21][CH2:20][CH2:19]1)[CH2:3][O:4][C:5]1[CH:10]=[CH:9][C:8]([C:11]2[CH:12]=[N:13][C:14]([NH2:17])=[N:15][CH:16]=2)=[CH:7][CH:6]=1.Cl[CH:24]([C:27]1([C:30]2[CH:31]=[C:32]3[C:37](=[CH:38][CH:39]=2)[N:36]=[CH:35][CH:34]=[CH:33]3)[CH2:29][CH2:28]1)[CH:25]=O.